This data is from Catalyst prediction with 721,799 reactions and 888 catalyst types from USPTO. The task is: Predict which catalyst facilitates the given reaction. (1) Reactant: [Br:1][C:2]1[N:7]=[C:6]([N+:8]([O-:10])=[O:9])[C:5]([OH:11])=[CH:4][CH:3]=1.Br[C:13]1C=C(Br)N=C([N+]([O-])=O)C=1O.C([O-])([O-])=O.[K+].[K+].S(OC)(OC)(=O)=O. Product: [Br:1][C:2]1[N:7]=[C:6]([N+:8]([O-:10])=[O:9])[C:5]([O:11][CH3:13])=[CH:4][CH:3]=1. The catalyst class is: 9. (2) Reactant: [CH3:1][N:2]([CH3:37])[CH2:3][CH2:4][N:5]1[CH2:10][CH2:9][N:8]([C:11]([C:13]2[CH:18]=[CH:17][CH:16]=[C:15]([C:19]3[CH:20]=[C:21]4[C:27](I)=[N:26][N:25]([CH2:29][O:30][CH2:31][CH2:32][Si:33]([CH3:36])([CH3:35])[CH3:34])[C:22]4=[N:23][CH:24]=3)[CH:14]=2)=[O:12])[CH2:7][CH2:6]1.[F:38][C:39]1[CH:40]=[CH:41][C:42]([O:48][CH3:49])=[C:43](B(O)O)[CH:44]=1.ClCCl.C(=O)([O-])[O-].[Na+].[Na+]. Product: [CH3:1][N:2]([CH3:37])[CH2:3][CH2:4][N:5]1[CH2:10][CH2:9][N:8]([C:11]([C:13]2[CH:18]=[CH:17][CH:16]=[C:15]([C:19]3[CH:20]=[C:21]4[C:27]([C:41]5[CH:40]=[C:39]([F:38])[CH:44]=[CH:43][C:42]=5[O:48][CH3:49])=[N:26][N:25]([CH2:29][O:30][CH2:31][CH2:32][Si:33]([CH3:36])([CH3:35])[CH3:34])[C:22]4=[N:23][CH:24]=3)[CH:14]=2)=[O:12])[CH2:7][CH2:6]1. The catalyst class is: 47. (3) Reactant: S(=O)(=O)(O)O.N[C:7]1[CH:8]=[C:9]([CH:13]=[CH:14][C:15]=1[Cl:16])[C:10]([OH:12])=[O:11].N([O-])=O.[Na+].[Cu](C#N)[C:22]#[N:23].[C-]#N.[K+].C(=O)([O-])[O-].[K+].[K+]. Product: [Cl:16][C:15]1[CH:14]=[CH:13][C:9]([C:10]([OH:12])=[O:11])=[CH:8][C:7]=1[C:22]#[N:23]. The catalyst class is: 638. (4) Reactant: [OH:1][CH:2]1[C:11]2[CH2:10][S:9][N:8]=[C:7]([N:12]([C:20]([O:22][C:23]([CH3:26])([CH3:25])[CH3:24])=[O:21])[C:13]([O:15][C:16]([CH3:19])([CH3:18])[CH3:17])=[O:14])[C:6]3=[N:27][N:28]([CH2:30][C:31]4[C:36]([CH3:37])=[C:35]([O:38][CH3:39])[C:34]([CH3:40])=[CH:33][N:32]=4)[N:29]=[C:4]([C:5]=23)[CH2:3]1.CS(C)=O.[C:45](OC(=O)C)(=[O:47])[CH3:46]. Product: [C:45]([O:1][C:2]1[C:11]2[CH2:10][S:9][N:8]=[C:7]([N:12]([C:13]([O:15][C:16]([CH3:19])([CH3:18])[CH3:17])=[O:14])[C:20]([O:22][C:23]([CH3:26])([CH3:25])[CH3:24])=[O:21])[C:6]3=[N:27][N:28]([CH2:30][C:31]4[C:36]([CH3:37])=[C:35]([O:38][CH3:39])[C:34]([CH3:40])=[CH:33][N:32]=4)[N:29]=[C:4]([C:5]=23)[CH:3]=1)(=[O:47])[CH3:46]. The catalyst class is: 13. (5) Reactant: [K+:1].[CH:2](=[C:6]([CH2:12][C:13]([OH:15])=[O:14])[C:7](=[O:11])[C:8]([O-:10])=[O:9])[CH:3]([CH3:5])[CH3:4]. Product: [K+:1].[CH3:4][CH:3]([CH3:5])[CH2:2][CH:6]([CH2:12][C:13]([OH:15])=[O:14])[C:7](=[O:11])[C:8]([O-:10])=[O:9]. The catalyst class is: 45.